From a dataset of Catalyst prediction with 721,799 reactions and 888 catalyst types from USPTO. Predict which catalyst facilitates the given reaction. (1) Reactant: [CH3:1][N:2]1[CH2:7][CH2:6][N:5]([C:8]([O:10][C@@H:11]2[N:20]([C:21]3[CH:22]=[CH:23][C:24]([Cl:27])=[CH:25][N:26]=3)[C:18](=[O:19])[C:13]3[N:14]=[CH:15][CH:16]=[N:17][C:12]2=3)=[O:9])[CH2:4][CH2:3]1.[C:28]([OH:35])(=[O:34])[CH2:29][CH2:30][C:31]([OH:33])=[O:32].CN1CCN(C(OC2N(C3C=CC(Cl)=CN=3)C(=O)C3N=CC=NC2=3)=O)CC1. Product: [CH3:1][N:2]1[CH2:7][CH2:6][N:5]([C:8]([O:10][C@@H:11]2[N:20]([C:21]3[CH:22]=[CH:23][C:24]([Cl:27])=[CH:25][N:26]=3)[C:18](=[O:19])[C:13]3[N:14]=[CH:15][CH:16]=[N:17][C:12]2=3)=[O:9])[CH2:4][CH2:3]1.[C:28]([O-:35])(=[O:34])[CH2:29][CH2:30][C:31]([O-:33])=[O:32]. The catalyst class is: 13. (2) Reactant: C([O:5][C:6](=[O:44])[C@@H:7]([NH:9][C:10]([C:12]1[N:16]2[C@@:17]([CH2:30][C:31]3[CH:36]=[CH:35][C:34]([C:37]4[CH:42]=[CH:41][C:40]([F:43])=[CH:39][CH:38]=4)=[CH:33][CH:32]=3)([CH3:29])[C:18](=[O:28])[N:19]([C:20]3[CH:25]=[C:24]([Cl:26])[CH:23]=[C:22]([Cl:27])[CH:21]=3)[C:15]2=[N:14][CH:13]=1)=[O:11])[CH3:8])(C)(C)C.C(O)(C(F)(F)F)=O. Product: [Cl:27][C:22]1[CH:21]=[C:20]([N:19]2[C:15]3=[N:14][CH:13]=[C:12]([C:10]([NH:9][C@@H:7]([CH3:8])[C:6]([OH:44])=[O:5])=[O:11])[N:16]3[C@@:17]([CH2:30][C:31]3[CH:36]=[CH:35][C:34]([C:37]4[CH:38]=[CH:39][C:40]([F:43])=[CH:41][CH:42]=4)=[CH:33][CH:32]=3)([CH3:29])[C:18]2=[O:28])[CH:25]=[C:24]([Cl:26])[CH:23]=1. The catalyst class is: 34. (3) Reactant: [CH:1]([O:4][C:5]([N:7]1[CH:12]([CH2:13][CH3:14])[CH2:11][CH:10]([N:15]([CH2:23][C:24]2[CH:29]=[C:28]([C:30]([F:33])([F:32])[F:31])[CH:27]=[C:26]([Cl:34])[CH:25]=2)[C:16]2[O:17][CH:18]=[C:19]([CH2:21]O)[N:20]=2)[CH2:9][CH:8]1[CH2:35][CH3:36])=[O:6])([CH3:3])[CH3:2].[I-].[Na+].C[Si](Cl)(C)C.S([O-])([O-])(=O)=S.[Na+].[Na+]. Product: [CH:1]([O:4][C:5]([N:7]1[CH:12]([CH2:13][CH3:14])[CH2:11][CH:10]([N:15]([CH2:23][C:24]2[CH:29]=[C:28]([C:30]([F:31])([F:33])[F:32])[CH:27]=[C:26]([Cl:34])[CH:25]=2)[C:16]2[O:17][CH:18]=[C:19]([CH3:21])[N:20]=2)[CH2:9][CH:8]1[CH2:35][CH3:36])=[O:6])([CH3:3])[CH3:2]. The catalyst class is: 10. (4) Reactant: [CH:1]([NH:3][NH2:4])=[O:2].C([N:8]([CH2:12][CH2:13][CH3:14])[CH2:9]CC)CC.C(C1C=[CH:20][S:19][C:18]=1[NH:22]C(=O)OC)#N. Product: [N:8]1[CH:9]=[N:4][N:3]2[C:12]=1[C:13]1[CH:14]=[CH:20][S:19][C:18]=1[NH:22][C:1]2=[O:2]. The catalyst class is: 141. (5) Reactant: C[O:2][C:3]([C:5]1[C:13]2[C:8](=[CH:9][CH:10]=[CH:11][CH:12]=2)[N:7]([CH2:14][CH2:15][CH:16]([CH3:18])[CH3:17])[CH:6]=1)=[O:4].[OH-].[K+]. Product: [CH3:17][CH:16]([CH3:18])[CH2:15][CH2:14][N:7]1[C:8]2[C:13](=[CH:12][CH:11]=[CH:10][CH:9]=2)[C:5]([C:3]([OH:4])=[O:2])=[CH:6]1. The catalyst class is: 5. (6) Reactant: [Br:1][C:2]1[CH:3]=[C:4]([NH:22]C(=O)C)[CH:5]=[N:6][C:7]=1[S:8](=[O:21])(=[O:20])[NH:9][C:10]1[CH:19]=[CH:18][C:13]2[CH2:14][O:15][B:16]([OH:17])[C:12]=2[CH:11]=1. Product: [NH2:22][C:4]1[CH:3]=[C:2]([Br:1])[C:7]([S:8]([NH:9][C:10]2[CH:19]=[CH:18][C:13]3[CH2:14][O:15][B:16]([OH:17])[C:12]=3[CH:11]=2)(=[O:20])=[O:21])=[N:6][CH:5]=1. The catalyst class is: 632.